Dataset: Forward reaction prediction with 1.9M reactions from USPTO patents (1976-2016). Task: Predict the product of the given reaction. (1) Given the reactants [NH2:1][C:2]1[C:7]([C:8]#[N:9])=[C:6]([NH:10][C@H:11]([C:13]2[N:17]([CH:18]3[CH2:21][CH:20]([O:22]CC4C=CC=CC=4)[CH2:19]3)[C:16]3[CH:30]=[C:31]([F:34])[CH:32]=[CH:33][C:15]=3[N:14]=2)[CH3:12])[N:5]=[CH:4][N:3]=1.B(Br)(Br)Br, predict the reaction product. The product is: [NH2:1][C:2]1[C:7]([C:8]#[N:9])=[C:6]([NH:10][C@H:11]([C:13]2[N:17]([CH:18]3[CH2:21][CH:20]([OH:22])[CH2:19]3)[C:16]3[CH:30]=[C:31]([F:34])[CH:32]=[CH:33][C:15]=3[N:14]=2)[CH3:12])[N:5]=[CH:4][N:3]=1. (2) Given the reactants C(OC([N:6]1[CH2:9][C:8]([CH2:27][C:28]2[CH:33]=[CH:32][CH:31]=[CH:30][CH:29]=2)([C:10]2[CH:15]=[CH:14][CH:13]=[C:12]([O:16][CH2:17][CH2:18][NH:19][S:20]([CH2:23][CH:24]3[CH2:26][CH2:25]3)(=[O:22])=[O:21])[CH:11]=2)[CH2:7]1)=O)C.[OH-].[Na+].CCO, predict the reaction product. The product is: [CH2:27]([C:8]1([C:10]2[CH:11]=[C:12]([CH:13]=[CH:14][CH:15]=2)[O:16][CH2:17][CH2:18][NH:19][S:20]([CH2:23][CH:24]2[CH2:25][CH2:26]2)(=[O:22])=[O:21])[CH2:7][NH:6][CH2:9]1)[C:28]1[CH:33]=[CH:32][CH:31]=[CH:30][CH:29]=1. (3) The product is: [NH:2]1[CH2:14][CH2:15][N:16]=[C:1]1[C:3]1[CH:4]=[CH:5][C:6]([CH2:9][C:10]([OH:12])=[O:11])=[CH:7][CH:8]=1. Given the reactants [C:1]([C:3]1[CH:8]=[CH:7][C:6]([CH2:9][C:10]([OH:12])=[O:11])=[CH:5][CH:4]=1)#[N:2].Cl.[CH2:14](N)[CH2:15][NH2:16].[OH-].[Na+], predict the reaction product. (4) Given the reactants I[C:2]1[C:3]([NH2:9])=[N:4][CH:5]=[C:6]([CH3:8])[CH:7]=1.N12CCN(CC1)CC2.[CH3:18][Si:19]([C:22]#[C:23][C:24]1[CH:25]=[N:26][CH:27]=[N:28][CH:29]=1)([CH3:21])[CH3:20], predict the reaction product. The product is: [CH3:8][C:6]1[CH:7]=[C:2]2[C:23]([C:24]3[CH:29]=[N:28][CH:27]=[N:26][CH:25]=3)=[C:22]([Si:19]([CH3:18])([CH3:21])[CH3:20])[NH:9][C:3]2=[N:4][CH:5]=1. (5) Given the reactants [F:1][C:2]1[CH:3]=[C:4]([CH:7]=[CH:8][C:9]=1[O:10][CH3:11])[CH:5]=O.[C:12](Br)(Br)([Br:14])[Br:13].C1(P(C2C=CC=CC=2)C2C=CC=CC=2)C=CC=CC=1, predict the reaction product. The product is: [Br:13][C:12]([Br:14])=[CH:5][C:4]1[CH:7]=[CH:8][C:9]([O:10][CH3:11])=[C:2]([F:1])[CH:3]=1. (6) Given the reactants F[C:2]1[CH:9]=[CH:8][CH:7]=[CH:6][C:3]=1[C:4]#[N:5].[CH3:10][N:11]1[CH2:16][CH2:15][CH:14]([OH:17])[CH2:13][CH2:12]1.[H-].[Na+].O, predict the reaction product. The product is: [CH3:10][N:11]1[CH2:16][CH2:15][CH:14]([O:17][C:2]2[CH:9]=[CH:8][CH:7]=[CH:6][C:3]=2[C:4]#[N:5])[CH2:13][CH2:12]1. (7) Given the reactants [C:1]1([C:7]2[N:16]=[C:15]([C:17](O)=[O:18])[C:14]3[C:9](=[CH:10][CH:11]=[CH:12][CH:13]=3)[N:8]=2)[CH:6]=[CH:5][CH:4]=[CH:3][CH:2]=1.Cl.[OH:21][C:22]1[C:31]([N:32]([CH3:34])[CH3:33])=[CH:30][CH:29]=[C:28]2[C:23]=1[CH2:24][CH2:25][NH:26][CH2:27]2, predict the reaction product. The product is: [C:1]1([C:7]2[N:16]=[C:15]([C:17]([N:26]3[CH2:25][CH2:24][C:23]4[C:28](=[CH:29][CH:30]=[C:31]([N:32]([CH3:34])[CH3:33])[C:22]=4[OH:21])[CH2:27]3)=[O:18])[C:14]3[C:9](=[CH:10][CH:11]=[CH:12][CH:13]=3)[N:8]=2)[CH:2]=[CH:3][CH:4]=[CH:5][CH:6]=1. (8) Given the reactants Br[C:2]1[CH:7]=[CH:6][C:5]([O:8][CH2:9][CH2:10][CH2:11][CH2:12][CH2:13][CH2:14][CH2:15][CH3:16])=[CH:4][CH:3]=1.[CH3:17][C:18]([OH:22])([C:20]#[CH:21])[CH3:19].C(NC(C)C)(C)C.C(P(C(C)(C)C)C(C)(C)C)(C)(C)C, predict the reaction product. The product is: [CH2:9]([O:8][C:5]1[CH:6]=[CH:7][C:2]([C:21]#[C:20][C:18]([CH3:19])([OH:22])[CH3:17])=[CH:3][CH:4]=1)[CH2:10][CH2:11][CH2:12][CH2:13][CH2:14][CH2:15][CH3:16]. (9) Given the reactants [F:1][C:2]1[CH:3]=[N:4][C:5]([O:17][C:18]2[CH:23]=[CH:22][CH:21]=[C:20]([S:24][CH3:25])[CH:19]=2)=[C:6]([CH:16]=1)[C:7]([NH:9][CH:10]1[CH2:15][CH2:14][NH:13][CH2:12][CH2:11]1)=[O:8].C(N(CC)CC)C.[C:33](Cl)(=[O:35])[CH3:34], predict the reaction product. The product is: [NH3:4].[C:33]([N:13]1[CH2:12][CH2:11][CH:10]([NH:9][C:7](=[O:8])[C:6]2[CH:16]=[C:2]([F:1])[CH:3]=[N:4][C:5]=2[O:17][C:18]2[CH:23]=[CH:22][CH:21]=[C:20]([S:24][CH3:25])[CH:19]=2)[CH2:15][CH2:14]1)(=[O:35])[CH3:34].